This data is from Forward reaction prediction with 1.9M reactions from USPTO patents (1976-2016). The task is: Predict the product of the given reaction. (1) Given the reactants COC(=O)[CH2:4][NH:5][CH2:6][C@@H:7]([NH:11][C:12]([O:14]CC1C=CC=CC=1)=O)[CH2:8][O:9][CH3:10].C, predict the reaction product. The product is: [CH3:10][O:9][CH2:8][C@@H:7]1[NH:11][C:12](=[O:14])[CH2:4][NH:5][CH2:6]1. (2) Given the reactants [CH3:1][N:2]1[CH:6]=[C:5]([N+:7]([O-])=O)[C:4]([N:10]2[C:18](=[O:19])[C:17]3[C:12](=[CH:13][CH:14]=[CH:15][CH:16]=3)[C:11]2=[O:20])=[N:3]1.[C:21](O[C:21]([O:23][C:24]([CH3:27])([CH3:26])[CH3:25])=[O:22])([O:23][C:24]([CH3:27])([CH3:26])[CH3:25])=[O:22], predict the reaction product. The product is: [O:20]=[C:11]1[C:12]2[C:17](=[CH:16][CH:15]=[CH:14][CH:13]=2)[C:18](=[O:19])[N:10]1[C:4]1[C:5]([NH:7][C:21](=[O:22])[O:23][C:24]([CH3:27])([CH3:26])[CH3:25])=[CH:6][N:2]([CH3:1])[N:3]=1. (3) The product is: [C:53]([O:1][C@@H:2]([C:31]1[S:32][CH:33]=[C:34]([C:36]([NH:38][C@@H:39]([CH2:46][C:47]2[CH:52]=[CH:51][CH:50]=[CH:49][CH:48]=2)[CH2:40][C@H:41]([CH3:45])[C:42]([OH:44])=[O:43])=[O:37])[N:35]=1)[CH2:3][C@H:4]([C:23]1[CH:28]=[CH:27][C:26]([O:29][CH3:30])=[CH:25][CH:24]=1)[NH:5][C:6](=[O:22])[C@@H:7]([NH:12][C:13]([C@H:15]1[CH2:20][CH2:19][CH2:18][CH2:17][N:16]1[CH3:21])=[O:14])[C@@H:8]([CH3:11])[CH2:9][CH3:10])(=[O:55])[CH3:54]. Given the reactants [OH:1][C@@H:2]([C:31]1[S:32][CH:33]=[C:34]([C:36]([NH:38][C@@H:39]([CH2:46][C:47]2[CH:52]=[CH:51][CH:50]=[CH:49][CH:48]=2)[CH2:40][C@H:41]([CH3:45])[C:42]([OH:44])=[O:43])=[O:37])[N:35]=1)[CH2:3][C@H:4]([C:23]1[CH:28]=[CH:27][C:26]([O:29][CH3:30])=[CH:25][CH:24]=1)[NH:5][C:6](=[O:22])[C@@H:7]([NH:12][C:13]([C@H:15]1[CH2:20][CH2:19][CH2:18][CH2:17][N:16]1[CH3:21])=[O:14])[C@@H:8]([CH3:11])[CH2:9][CH3:10].[C:53](OC(=O)C)(=[O:55])[CH3:54], predict the reaction product. (4) Given the reactants Br[C:2]1[CH:3]=[C:4]([CH:21]=[CH:22][C:23]=1[F:24])[CH2:5][CH2:6][C:7]1[NH:8][CH:9]=[C:10]([CH2:14][C:15]2[CH:16]=[N:17][CH:18]=[N:19][CH:20]=2)[C:11](=[O:13])[N:12]=1.[Cu][C:26]#[N:27], predict the reaction product. The product is: [F:24][C:23]1[CH:22]=[CH:21][C:4]([CH2:5][CH2:6][C:7]2[NH:8][CH:9]=[C:10]([CH2:14][C:15]3[CH:16]=[N:17][CH:18]=[N:19][CH:20]=3)[C:11](=[O:13])[N:12]=2)=[CH:3][C:2]=1[C:26]#[N:27]. (5) Given the reactants [N:1]1([CH:5]2[CH2:10][CH2:9][CH:8]([NH:11][C:12](=[O:18])[O:13][C:14]([CH3:17])([CH3:16])[CH3:15])[CH2:7][CH2:6]2)[CH2:4][CH2:3][CH2:2]1.N1CCC[CH2:20]1, predict the reaction product. The product is: [N:1]1([CH:5]2[CH2:10][CH2:9][CH:8]([NH:11][C:12](=[O:18])[O:13][C:14]([CH3:17])([CH3:16])[CH3:15])[CH2:7][CH2:6]2)[CH2:20][CH2:2][CH2:3][CH2:4]1. (6) Given the reactants [C:1]1(=[O:23])[N:5]([C:6]2[CH:7]=[C:8](C=CC=2)[C:9]([CH:11]2[CH2:16][C:15](=O)[N:14](O)[C:12]2=[O:13])=O)[C:4](=[O:22])[CH:3]=[CH:2]1.C1(=O)N(C2C=CC(C(C3CC(=O)N(O)C3=O)=O)=CC=2)C(=O)C=C1.[CH2:47]1[C:52](=[O:53])[N:51]([O:54][C:55]([C:57]2C=[CH:61][C:60](NC(CI)=O)=[CH:59][CH:58]=2)=[O:56])[C:49](=[O:50])[CH:48]1S([O-])(=O)=O.[Na+].C1(=O)N(C2C=CC(N=C=O)=CC=2)C(=O)C=C1, predict the reaction product. The product is: [CH2:8]1[CH:7]([CH2:6][N:5]2[C:1](=[O:23])[CH:2]=[CH:3][C:4]2=[O:22])[CH2:15][CH2:16][CH:11]([C:12]([NH:14][CH2:61][CH2:60][CH2:59][CH2:58][CH2:57][C:55]([O:54][N:51]2[C:49](=[O:50])[CH2:48][CH2:47][C:52]2=[O:53])=[O:56])=[O:13])[CH2:9]1.